Dataset: Forward reaction prediction with 1.9M reactions from USPTO patents (1976-2016). Task: Predict the product of the given reaction. (1) Given the reactants C([O:3][C:4](=[O:28])[CH2:5][NH:6][CH2:7][CH2:8][O:9][C:10]1[CH:15]=[CH:14][C:13]([CH2:16][CH2:17][CH2:18][CH2:19][NH:20][C:21]([O:23][C:24]([CH3:27])([CH3:26])[CH3:25])=[O:22])=[CH:12][CH:11]=1)C.[Li+].[OH-].Cl, predict the reaction product. The product is: [C:24]([O:23][C:21]([NH:20][CH2:19][CH2:18][CH2:17][CH2:16][C:13]1[CH:14]=[CH:15][C:10]([O:9][CH2:8][CH2:7][NH:6][CH2:5][C:4]([OH:28])=[O:3])=[CH:11][CH:12]=1)=[O:22])([CH3:27])([CH3:25])[CH3:26]. (2) Given the reactants [NH2:1][C:2]1[N:6]([C:7]2[C:12]([Cl:13])=[CH:11][C:10]([Cl:14])=[CH:9][C:8]=2[Cl:15])[N:5]=[C:4]([OH:16])[CH:3]=1.[C:17]1(=O)[O:22][C:20](=[O:21])[C:19]2=[CH:23][CH:24]=[CH:25][CH:26]=[C:18]12.O, predict the reaction product. The product is: [OH:16][C:4]1[CH:3]=[C:2]([N:1]2[C:20](=[O:21])[C:19]3=[CH:23][CH:24]=[CH:25][CH:26]=[C:18]3[C:17]2=[O:22])[N:6]([C:7]2[C:12]([Cl:13])=[CH:11][C:10]([Cl:14])=[CH:9][C:8]=2[Cl:15])[N:5]=1.